Predict the reactants needed to synthesize the given product. From a dataset of Full USPTO retrosynthesis dataset with 1.9M reactions from patents (1976-2016). (1) Given the product [CH2:1]([N:8]1[CH:12]=[C:11]([CH:13]=[O:14])[C:10]([O:15][CH2:16][C:17]2[CH:22]=[CH:21][CH:20]=[C:19]([O:23][CH2:24][C:25]3[N:26]=[C:27]([C:31]4[O:32][CH:33]=[CH:34][CH:35]=4)[O:28][C:29]=3[CH3:30])[CH:18]=2)=[N:9]1)[C:2]1[CH:7]=[CH:6][CH:5]=[CH:4][CH:3]=1, predict the reactants needed to synthesize it. The reactants are: [CH2:1]([N:8]1[CH:12]=[C:11]([CH2:13][OH:14])[C:10]([O:15][CH2:16][C:17]2[CH:22]=[CH:21][CH:20]=[C:19]([O:23][CH2:24][C:25]3[N:26]=[C:27]([C:31]4[O:32][CH:33]=[CH:34][CH:35]=4)[O:28][C:29]=3[CH3:30])[CH:18]=2)=[N:9]1)[C:2]1[CH:7]=[CH:6][CH:5]=[CH:4][CH:3]=1. (2) Given the product [CH3:19][C:14]1([CH3:20])[C:15]([CH3:18])([CH3:17])[O:16][B:12]([C:2]2[CH:3]=[CH:4][C:5]([NH:8][C:9](=[O:11])[CH3:10])=[N:6][CH:7]=2)[O:13]1, predict the reactants needed to synthesize it. The reactants are: Br[C:2]1[CH:3]=[CH:4][C:5]([NH:8][C:9](=[O:11])[CH3:10])=[N:6][CH:7]=1.[B:12]1([B:12]2[O:16][C:15]([CH3:18])([CH3:17])[C:14]([CH3:20])([CH3:19])[O:13]2)[O:16][C:15]([CH3:18])([CH3:17])[C:14]([CH3:20])([CH3:19])[O:13]1.C([O-])(=O)C.[K+]. (3) Given the product [Br:10][C:11]1[C:12]([S:17]([NH:8][OH:9])(=[O:19])=[O:18])=[N:13][CH:14]=[CH:15][CH:16]=1, predict the reactants needed to synthesize it. The reactants are: C(=O)([O-])[O-].[K+].[K+].Cl.[NH2:8][OH:9].[Br:10][C:11]1[C:12]([S:17](Cl)(=[O:19])=[O:18])=[N:13][CH:14]=[CH:15][CH:16]=1.S(Cl)(Cl)(=O)=O. (4) Given the product [CH2:24]([N:31]1[CH2:35][CH2:34][N:33]([C:36]2[S:37][C:38]([C:42]([OH:44])=[O:43])=[C:39]([CH3:41])[N:40]=2)[C:32]1=[O:47])[C:25]1[CH:30]=[CH:29][CH:28]=[CH:27][CH:26]=1, predict the reactants needed to synthesize it. The reactants are: FC1(F)CC1CN1CCN(C2SC(C(OCC)=O)=C(C)N=2)C1=O.[CH2:24]([N:31]1[CH2:35][CH2:34][N:33]([C:36]2[S:37][C:38]([C:42]([O:44]CC)=[O:43])=[C:39]([CH3:41])[N:40]=2)[C:32]1=[O:47])[C:25]1[CH:30]=[CH:29][CH:28]=[CH:27][CH:26]=1.